Dataset: Forward reaction prediction with 1.9M reactions from USPTO patents (1976-2016). Task: Predict the product of the given reaction. (1) Given the reactants Cl.Cl.Cl.[O:4]1[C:12]2[CH:11]=[CH:10][N:9]=[C:8]([N:13]3[CH2:18][CH2:17][N:16]([CH2:19][CH2:20][C@H:21]4[CH2:26][CH2:25][C@H:24]([NH2:27])[CH2:23][CH2:22]4)[CH2:15][CH2:14]3)[C:7]=2[CH2:6][CH2:5]1.[OH:28][C:29]1([C:33](O)=[O:34])[CH2:32][CH2:31][CH2:30]1, predict the reaction product. The product is: [O:4]1[C:12]2[CH:11]=[CH:10][N:9]=[C:8]([N:13]3[CH2:18][CH2:17][N:16]([CH2:19][CH2:20][C@H:21]4[CH2:26][CH2:25][C@H:24]([NH:27][C:33]([C:29]5([OH:28])[CH2:32][CH2:31][CH2:30]5)=[O:34])[CH2:23][CH2:22]4)[CH2:15][CH2:14]3)[C:7]=2[CH2:6][CH2:5]1. (2) Given the reactants [CH2:1](O)[CH:2]=[CH:3][CH2:4][OH:5].[CH:7](=[O:12])[CH2:8][CH:9]([CH3:11])[CH3:10], predict the reaction product. The product is: [CH2:8]([CH:7]1[O:12][CH:3]([CH:2]=[CH2:1])[CH2:4][O:5]1)[CH:9]([CH3:11])[CH3:10].